Task: Regression. Given a peptide amino acid sequence and an MHC pseudo amino acid sequence, predict their binding affinity value. This is MHC class I binding data.. Dataset: Peptide-MHC class I binding affinity with 185,985 pairs from IEDB/IMGT The peptide sequence is FESLFKCLSH. The MHC is HLA-A11:01 with pseudo-sequence HLA-A11:01. The binding affinity (normalized) is 0.